From a dataset of Full USPTO retrosynthesis dataset with 1.9M reactions from patents (1976-2016). Predict the reactants needed to synthesize the given product. The reactants are: [Cl:1][C:2]1[CH:7]=[CH:6][C:5]([C@H:8]2[CH2:13][CH2:12][C@H:11]([C:14]3[C:15](=[O:26])[C:16]4[C:21]([C:22](=[O:25])[C:23]=3Cl)=[CH:20][CH:19]=[CH:18][CH:17]=4)[CH2:10][CH2:9]2)=[CH:4][CH:3]=1.[OH-:27].[K+]. Given the product [CH:18]1[CH:19]=[CH:20][C:21]2[C:22]([C:23]([OH:27])=[C:14]([C@@H:11]3[CH2:10][CH2:9][C@@H:8]([C:5]4[CH:4]=[CH:3][C:2]([Cl:1])=[CH:7][CH:6]=4)[CH2:13][CH2:12]3)[C:15](=[O:26])[C:16]=2[CH:17]=1)=[O:25], predict the reactants needed to synthesize it.